This data is from Reaction yield outcomes from USPTO patents with 853,638 reactions. The task is: Predict the reaction yield, written as a fraction of the theoretical maximum amount of product (1.0 means a 100% yield; for example, 0.34 means a 34% yield). The reactants are [CH3:1][O:2][C:3](=[O:18])[CH2:4][C:5]1[CH:9]=[C:8]([OH:10])[N:7]([C:11]2[CH:16]=[CH:15][CH:14]=[CH:13][C:12]=2[Cl:17])[N:6]=1.C(O)(=O)C.[CH2:23]([O:25][C:26](OCC)(OCC)[CH3:27])[CH3:24]. No catalyst specified. The product is [CH3:1][O:2][C:3](=[O:18])[CH2:4][C:5]1=[N:6][N:7]([C:11]2[CH:16]=[CH:15][CH:14]=[CH:13][C:12]=2[Cl:17])[C:8](=[O:10])/[C:9]/1=[C:23](/[O:25][CH2:26][CH3:27])\[CH3:24]. The yield is 1.00.